Dataset: Full USPTO retrosynthesis dataset with 1.9M reactions from patents (1976-2016). Task: Predict the reactants needed to synthesize the given product. (1) Given the product [OH:6][CH:3]1[CH2:4][CH2:5][N:1]([C:8]2[CH:18]=[CH:17][C:11]([C:12]([O:14][CH2:15][CH3:16])=[O:13])=[CH:10][CH:9]=2)[CH2:2]1, predict the reactants needed to synthesize it. The reactants are: [NH:1]1[CH2:5][CH2:4][CH:3]([OH:6])[CH2:2]1.F[C:8]1[CH:18]=[CH:17][C:11]([C:12]([O:14][CH2:15][CH3:16])=[O:13])=[CH:10][CH:9]=1.CS(C)=O. (2) Given the product [N:37]1([C:30]([C:29]2[CH:28]=[CH:27][C:26]([C:24]3[CH:23]=[CH:22][N:21]4[C:17]([N:14]5[CH2:13][CH2:12][CH:11]([O:10][CH2:9][CH2:8][O:7][CH:4]6[CH2:3][CH2:2][O:1][CH2:6][CH2:5]6)[CH2:16][CH2:15]5)=[CH:18][N:19]=[C:20]4[CH:25]=3)=[CH:36][CH:35]=2)=[O:31])[CH2:42][CH2:41][O:40][CH2:39][CH2:38]1, predict the reactants needed to synthesize it. The reactants are: [O:1]1[CH2:6][CH2:5][CH:4]([O:7][CH2:8][CH2:9][O:10][CH:11]2[CH2:16][CH2:15][N:14]([C:17]3[N:21]4[CH:22]=[CH:23][C:24]([C:26]5[CH:36]=[CH:35][C:29]([C:30](OCC)=[O:31])=[CH:28][CH:27]=5)=[CH:25][C:20]4=[N:19][CH:18]=3)[CH2:13][CH2:12]2)[CH2:3][CH2:2]1.[NH:37]1[CH2:42][CH2:41][O:40][CH2:39][CH2:38]1.C[Al](C)C.CCCCCC.O.O.O.O.O.O.O.O.O.O.S([O-])([O-])(=O)=O.[Mg+2].